From a dataset of Forward reaction prediction with 1.9M reactions from USPTO patents (1976-2016). Predict the product of the given reaction. (1) The product is: [N:29]12[CH2:26][CH2:28][C:35]([CH2:36][CH:17]3[C:18](=[O:56])[CH:19]=[C:20]4[CH:22]=[N:10][CH:11]=[CH:12][N:13]5[C:21]4=[C:16]3[CH2:15][NH:14]5)([CH2:32][CH2:30]1)[CH2:34][CH2:33]2. Given the reactants N12CCC(C[NH:10][CH2:11][CH2:12][N:13]3[C:21]4[C:16](=[CH:17][CH:18]=[CH:19][C:20]=4[C:22]([O-])=O)[CH:15]=[N:14]3)(CC1)CC2.[Li+].[CH:26]([N:29]([CH2:33][CH3:34])[CH:30]([CH3:32])C)([CH3:28])C.[CH3:35][CH2:36]CP1(OP(CCC)(=O)OP(CCC)(=O)O1)=O.C1C[O:56]CC1, predict the reaction product. (2) Given the reactants [CH3:1][N:2]([CH3:14])[C:3](=O)[CH2:4][C:5]1[C:6]2[CH:12]=[CH:11][S:10][C:7]=2[NH:8][CH:9]=1, predict the reaction product. The product is: [CH3:1][N:2]([CH2:3][CH2:4][C:5]1[C:6]2[CH:12]=[CH:11][S:10][C:7]=2[NH:8][CH:9]=1)[CH3:14]. (3) Given the reactants [CH2:1]([NH2:6])[CH2:2][CH2:3][CH2:4][CH3:5].[OH-].[Na+].[C:9]1([CH3:21])[CH:14]=[C:13]([CH3:15])[CH:12]=[C:11]([CH3:16])[C:10]=1[S:17](Cl)(=[O:19])=[O:18].CCCCCC.CCOC(C)=O, predict the reaction product. The product is: [CH2:1]([NH:6][S:17]([C:10]1[C:11]([CH3:16])=[CH:12][C:13]([CH3:15])=[CH:14][C:9]=1[CH3:21])(=[O:19])=[O:18])[CH2:2][CH2:3][CH2:4][CH3:5]. (4) Given the reactants [Cl:1][C:2]1[CH:3]=[C:4]([C:8]2[N:9]([CH2:25][C:26]([NH:28][CH:29]([CH3:31])[CH3:30])=[O:27])[C:10](=[O:24])[C:11]3[C:16]([CH:17]=2)=[CH:15][CH:14]=[C:13]([O:18][CH2:19][C@@H:20]([CH3:23])[CH2:21][OH:22])[CH:12]=3)[CH:5]=[CH:6][CH:7]=1.C(N(CC)CC)C.[CH3:39][S:40](Cl)(=[O:42])=[O:41], predict the reaction product. The product is: [Cl:1][C:2]1[CH:3]=[C:4]([C:8]2[N:9]([CH2:25][C:26](=[O:27])[NH:28][CH:29]([CH3:31])[CH3:30])[C:10](=[O:24])[C:11]3[C:16]([CH:17]=2)=[CH:15][CH:14]=[C:13]([O:18][CH2:19][C@@H:20]([CH3:23])[CH2:21][O:22][S:40]([CH3:39])(=[O:42])=[O:41])[CH:12]=3)[CH:5]=[CH:6][CH:7]=1. (5) Given the reactants Cl.Cl.[CH2:3]([C:5]1[CH:10]=[CH:9][CH:8]=[C:7]([CH2:11][CH3:12])[C:6]=1[C:13]1[CH:22]=[C:21]([CH3:23])[C:20]2[CH2:19][NH:18][CH2:17][CH2:16][C:15]=2[N:14]=1)[CH3:4].[CH3:24][N:25]1[C:29](S(C)(=O)=O)=[N:28][N:27]=[N:26]1, predict the reaction product. The product is: [CH2:3]([C:5]1[CH:10]=[CH:9][CH:8]=[C:7]([CH2:11][CH3:12])[C:6]=1[C:13]1[CH:22]=[C:21]([CH3:23])[C:20]2[CH2:19][N:18]([C:29]3[N:25]([CH3:24])[N:26]=[N:27][N:28]=3)[CH2:17][CH2:16][C:15]=2[N:14]=1)[CH3:4].